Dataset: Forward reaction prediction with 1.9M reactions from USPTO patents (1976-2016). Task: Predict the product of the given reaction. (1) Given the reactants [CH3:1][N:2]1[CH2:7][CH2:6][N:5]([CH2:8][C:9]2[CH:14]=[CH:13][C:12]([NH:15][C:16]3[N:21]=[C:20]([C:22]4[C:23]([C:27]5[CH:32]=[CH:31][C:30]([CH3:33])=[CH:29][CH:28]=5)=[N:24][NH:25][CH:26]=4)[CH:19]=[CH:18][N:17]=3)=[CH:11][CH:10]=2)[CH2:4][CH2:3]1.[CH3:34]O, predict the reaction product. The product is: [CH3:1][N:2]1[CH2:7][CH2:6][N:5]([CH2:8][C:9]2[CH:10]=[CH:11][C:12]([NH:15][C:16]3[N:21]=[C:20]([C:22]4[CH:26]=[N:25][N:24]([CH3:34])[C:23]=4[C:27]4[CH:32]=[CH:31][C:30]([CH3:33])=[CH:29][CH:28]=4)[CH:19]=[CH:18][N:17]=3)=[CH:13][CH:14]=2)[CH2:4][CH2:3]1. (2) Given the reactants [C:1]([O:5][C:6](=[O:14])[NH:7][CH2:8][CH:9]([NH2:13])[CH:10]1[CH2:12][CH2:11]1)([CH3:4])([CH3:3])[CH3:2].[CH2:15]=O.O.[BH4-].[Na+], predict the reaction product. The product is: [C:1]([O:5][C:6](=[O:14])[NH:7][CH2:8][CH:9]([CH:10]1[CH2:11][CH2:12]1)[NH:13][CH3:15])([CH3:4])([CH3:2])[CH3:3]. (3) Given the reactants C([O:4][C:5]1[C:10]([C:11](=[O:13])[NH2:12])=[C:9]([NH:14][C:15]2[CH:16]=[N:17][C:18]3[C:23]([CH:24]=2)=[CH:22][CH:21]=[CH:20][CH:19]=3)[N:8]=[C:7]([S:25][CH3:26])[N:6]=1)(=O)C.C(O)C.[OH-].[Na+].Cl, predict the reaction product. The product is: [CH3:26][S:25][C:7]1[NH:6][C:5](=[O:4])[C:10]([C:11]([NH2:12])=[O:13])=[C:9]([NH:14][C:15]2[CH:16]=[N:17][C:18]3[C:23]([CH:24]=2)=[CH:22][CH:21]=[CH:20][CH:19]=3)[N:8]=1. (4) Given the reactants [Cl:1][C:2]1[C:10]([CH:11]2[CH2:13][CH2:12]2)=[CH:9][C:5]([C:6]([NH2:8])=O)=[C:4]([O:14][CH2:15][CH2:16][CH2:17][C:18](=[O:20])[CH3:19])[N:3]=1.O=P(Cl)(Cl)Cl.N1C=CC=CC=1.C([O-])(O)=O.[Na+], predict the reaction product. The product is: [Cl:1][C:2]1[C:10]([CH:11]2[CH2:12][CH2:13]2)=[CH:9][C:5]([C:6]#[N:8])=[C:4]([O:14][CH2:15][CH2:16][CH2:17][C:18](=[O:20])[CH3:19])[N:3]=1.